Dataset: Reaction yield outcomes from USPTO patents with 853,638 reactions. Task: Predict the reaction yield, written as a fraction of the theoretical maximum amount of product (1.0 means a 100% yield; for example, 0.34 means a 34% yield). (1) The reactants are [CH3:1][C:2]([CH3:55])([CH2:10][C:11]([O:13][C@H:14]1[CH2:31][CH2:30][C@@:29]2([CH3:32])[C@@H:16]([CH2:17][CH2:18][C@:19]3([CH3:52])[C@@H:28]2[CH2:27][CH2:26][C@H:25]2[C@@:20]3([CH3:51])[CH2:21][CH2:22][C@@:23]3(/[CH:40]=[CH:41]/[C:42]([NH:44][CH:45]4[CH2:50][CH2:49][CH2:48][CH2:47][CH2:46]4)=[O:43])[CH2:35][C:34](=[O:36])[C:33]([CH:37]([CH3:39])[CH3:38])=[C:24]32)[C:15]1([CH3:54])[CH3:53])=[O:12])[C:3]([O:5]C(C)(C)C)=[O:4].C(O)(C(F)(F)F)=O. The catalyst is C(Cl)Cl. The product is [CH:45]1([NH:44][C:42](=[O:43])/[CH:41]=[CH:40]/[C@:23]23[CH2:35][C:34](=[O:36])[C:33]([CH:37]([CH3:38])[CH3:39])=[C:24]2[C@@H:25]2[C@@:20]([CH3:51])([CH2:21][CH2:22]3)[C@@:19]3([CH3:52])[C@@H:28]([C@:29]4([CH3:32])[C@@H:16]([CH2:17][CH2:18]3)[C:15]([CH3:54])([CH3:53])[C@@H:14]([O:13][C:11](=[O:12])[CH2:10][C:2]([CH3:1])([CH3:55])[C:3]([OH:5])=[O:4])[CH2:31][CH2:30]4)[CH2:27][CH2:26]2)[CH2:50][CH2:49][CH2:48][CH2:47][CH2:46]1. The yield is 0.320. (2) The reactants are [C:1]([O:5][C:6]([N:8]1[CH:12]=[CH:11][CH:10]=[C:9]1[C:13]1[CH:18]=[CH:17][CH:16]=[C:15]([N+:19]([O-])=O)[CH:14]=1)=[O:7])([CH3:4])([CH3:3])[CH3:2]. The catalyst is C(O)C.[Pt]. The product is [C:1]([O:5][C:6]([N:8]1[CH2:12][CH2:11][CH2:10][CH:9]1[C:13]1[CH:18]=[CH:17][CH:16]=[C:15]([NH2:19])[CH:14]=1)=[O:7])([CH3:4])([CH3:2])[CH3:3]. The yield is 0.620. (3) The reactants are [Br:1][C:2]1[CH:3]=[C:4]([C:8]([C:10]2[CH:15]=[CH:14][CH:13]=[C:12]([CH3:16])[CH:11]=2)=O)[CH:5]=[CH:6][CH:7]=1.[C-:17]#[N:18].[K+].[C:20](=[O:23])([O-])[O-].[NH4+:24].[NH4+].[OH2:26]. The catalyst is C(O)C. The product is [Br:1][C:2]1[CH:3]=[C:4]([C:8]2([C:10]3[CH:15]=[CH:14][CH:13]=[C:12]([CH3:16])[CH:11]=3)[NH:24][C:17](=[O:26])[NH:18][C:20]2=[O:23])[CH:5]=[CH:6][CH:7]=1. The yield is 0.890. (4) The yield is 0.267. The reactants are [NH2:1][C:2]1[CH:7]=[CH:6][C:5]([OH:8])=[C:4]([F:9])[CH:3]=1.[N-:10]=[N+:11]=[N-:12].[Na+].[CH2:14](OC(OCC)OCC)C. The catalyst is CC(O)=O. The product is [F:9][C:4]1[CH:3]=[C:2]([N:1]2[CH:14]=[N:12][N:11]=[N:10]2)[CH:7]=[CH:6][C:5]=1[OH:8]. (5) The yield is 0.140. The product is [NH:35]1[CH:39]=[C:38]([C:40]2[C:48]3[C:43](=[N:44][CH:45]=[C:46]([NH:49][C:50](=[O:56])[O:51][C:52]([CH3:54])([CH3:53])[CH3:55])[CH:47]=3)[NH:42][CH:41]=2)[CH:37]=[N:36]1. The reactants are O1C=CC(C2C3C(=NC=C(N)C=3)NC=2)=C1.C([N:35]1[CH:39]=[C:38]([C:40]2[C:48]3[C:43](=[N:44][CH:45]=[C:46]([NH:49][C:50](=[O:56])[O:51][C:52]([CH3:55])([CH3:54])[CH3:53])[CH:47]=3)[NH:42][CH:41]=2)[CH:37]=[N:36]1)(C1C=CC=CC=1)(C1C=CC=CC=1)C1C=CC=CC=1.C([O-])(O)=O.[Na+]. No catalyst specified. (6) The reactants are [C:1]([N:5]1[C:9](=[O:10])[C:8]([NH:11][CH2:12][CH2:13][CH2:14][CH2:15][C:16]2[CH:21]=[CH:20][CH:19]=[CH:18][CH:17]=2)=[C:7]([C:22]2[CH:27]=[CH:26][CH:25]=[CH:24][CH:23]=2)[S:6]1(=[O:29])=[O:28])([CH3:4])(C)[CH3:2].Br[CH:31]1CCC[CH2:32]1. The catalyst is C(O)(C(F)(F)F)=O. The product is [CH:1]1([N:5]2[C:9](=[O:10])[C:8]([NH:11][CH2:12][CH2:13][CH2:14][CH2:15][C:16]3[CH:21]=[CH:20][CH:19]=[CH:18][CH:17]=3)=[C:7]([C:22]3[CH:27]=[CH:26][CH:25]=[CH:24][CH:23]=3)[S:6]2(=[O:29])=[O:28])[CH2:2][CH2:32][CH2:31][CH2:4]1. The yield is 0.360.